Dataset: CYP3A4 inhibition data for predicting drug metabolism from PubChem BioAssay. Task: Regression/Classification. Given a drug SMILES string, predict its absorption, distribution, metabolism, or excretion properties. Task type varies by dataset: regression for continuous measurements (e.g., permeability, clearance, half-life) or binary classification for categorical outcomes (e.g., BBB penetration, CYP inhibition). Dataset: cyp3a4_veith. (1) The molecule is CCC(NC(=O)C1(C)CC1(Br)Br)c1ccc(C)cc1. The result is 1 (inhibitor). (2) The molecule is COc1ccc(N2CCN(c3oc(Cc4ccccc4)nc3C#N)CC2)cc1. The result is 1 (inhibitor).